The task is: Predict the product of the given reaction.. This data is from Forward reaction prediction with 1.9M reactions from USPTO patents (1976-2016). The product is: [Cl:1][C:2]1[C:3]([S:32]([NH:42][C:40]2[O:39][N:38]=[C:37]([CH3:36])[CH:41]=2)(=[O:33])=[O:35])=[N:4][CH:5]=[C:6]([C:17]([N:19]2[CH2:20][CH2:21][CH:22]([C:25]3[CH:26]=[CH:27][C:28]([F:31])=[CH:29][CH:30]=3)[CH2:23][CH2:24]2)=[O:18])[C:7]=1[NH:8][C:9]1[CH:14]=[CH:13][C:12]([F:15])=[CH:11][C:10]=1[CH3:16]. Given the reactants [Cl:1][C:2]1[C:3]([S:32]([OH:35])(=O)=[O:33])=[N:4][CH:5]=[C:6]([C:17]([N:19]2[CH2:24][CH2:23][CH:22]([C:25]3[CH:30]=[CH:29][C:28]([F:31])=[CH:27][CH:26]=3)[CH2:21][CH2:20]2)=[O:18])[C:7]=1[NH:8][C:9]1[CH:14]=[CH:13][C:12]([F:15])=[CH:11][C:10]=1[CH3:16].[CH3:36][C:37]1[CH:41]=[C:40]([NH2:42])[O:39][N:38]=1, predict the reaction product.